Task: Predict the reaction yield, written as a fraction of the theoretical maximum amount of product (1.0 means a 100% yield; for example, 0.34 means a 34% yield).. Dataset: Reaction yield outcomes from USPTO patents with 853,638 reactions (1) The reactants are Cl[C:2]1[N:7]=[C:6]([N:8]2[C:17]3[C:12](=[CH:13][C:14]([OH:18])=[CH:15][CH:16]=3)[CH2:11][CH2:10][CH2:9]2)[CH:5]=[CH:4][N:3]=1.[NH2:19][C:20]1[CH:25]=[CH:24][C:23]([S:26]([NH:29][CH2:30][CH:31]2[CH2:33][CH2:32]2)(=[O:28])=[O:27])=[CH:22][CH:21]=1.C1(C)C=CC(S(O)(=O)=O)=CC=1. The catalyst is CN(C=O)C. The product is [CH:31]1([CH2:30][NH:29][S:26]([C:23]2[CH:22]=[CH:21][C:20]([NH:19][C:2]3[N:7]=[C:6]([N:8]4[C:17]5[C:12](=[CH:13][C:14]([OH:18])=[CH:15][CH:16]=5)[CH2:11][CH2:10][CH2:9]4)[CH:5]=[CH:4][N:3]=3)=[CH:25][CH:24]=2)(=[O:28])=[O:27])[CH2:32][CH2:33]1. The yield is 0.560. (2) The reactants are [OH:1][CH2:2][C:3]([C:6]1[CH:11]=[CH:10][N:9]=[C:8]([NH:12][C:13](=[O:19])[O:14][C:15]([CH3:18])([CH3:17])[CH3:16])[CH:7]=1)([CH3:5])[CH3:4].[H-].[Na+].F[C:23]1[C:32]2[C:27](=[CH:28][CH:29]=[CH:30][CH:31]=2)[C:26]([N+:33]([O-:35])=[O:34])=[CH:25][CH:24]=1.C([O-])(O)=O.[Na+]. The catalyst is CN(C=O)C.C(O)(=O)C. The product is [CH3:4][C:3]([C:6]1[CH:11]=[CH:10][N:9]=[C:8]([NH:12][C:13](=[O:19])[O:14][C:15]([CH3:18])([CH3:17])[CH3:16])[CH:7]=1)([CH3:5])[CH2:2][O:1][C:23]1[C:32]2[C:27](=[CH:28][CH:29]=[CH:30][CH:31]=2)[C:26]([N+:33]([O-:35])=[O:34])=[CH:25][CH:24]=1. The yield is 0.640. (3) The product is [CH3:23][CH:22]([CH3:24])[CH2:21][N:14]([CH2:13][C:9]1[S:8][CH:7]=[N:11][C:10]=1[Cl:12])[CH:15]1[CH2:16][CH2:17][NH:18][CH2:19][CH2:20]1. The yield is 0.780. The catalyst is O1CCCC1.C([O-])(O)=O.[Na+]. The reactants are [Li]CCCC.Cl[C:7]1[S:8][C:9]([CH2:13][N:14]([CH2:21][CH:22]([CH3:24])[CH3:23])[CH:15]2[CH2:20][CH2:19][NH:18][CH2:17][CH2:16]2)=[C:10]([Cl:12])[N:11]=1. (4) The reactants are [Cl:1][C:2]1[C:3]([O:12][C:13]2[CH:18]=[C:17]([O:19][CH2:20][CH2:21][O:22][CH3:23])[CH:16]=[CH:15][C:14]=2[CH2:24][CH2:25][CH2:26][NH2:27])=[N:4][CH:5]=[C:6]([C:8]([F:11])([F:10])[F:9])[CH:7]=1.N1C=CC=CC=1.[Cl:34][C:35]1[CH:40]=[C:39]([Cl:41])[CH:38]=[CH:37][C:36]=1[S:42](Cl)(=[O:44])=[O:43].[Cl-].[NH4+]. The catalyst is C(OCC)(=O)C. The product is [Cl:34][C:35]1[CH:40]=[C:39]([Cl:41])[CH:38]=[CH:37][C:36]=1[S:42]([NH:27][CH2:26][CH2:25][CH2:24][C:14]1[CH:15]=[CH:16][C:17]([O:19][CH2:20][CH2:21][O:22][CH3:23])=[CH:18][C:13]=1[O:12][C:3]1[C:2]([Cl:1])=[CH:7][C:6]([C:8]([F:9])([F:11])[F:10])=[CH:5][N:4]=1)(=[O:44])=[O:43]. The yield is 0.350. (5) The reactants are [CH3:1][O:2][C:3]1[CH:4]=[C:5]2[C:10](=[CH:11][C:12]=1[O:13][CH2:14][CH2:15][O:16][CH3:17])[N:9]=[CH:8][NH:7][C:6]2=O.O=P(Cl)(Cl)[Cl:21]. The catalyst is C1(C)C=CC=CC=1. The product is [Cl:21][C:6]1[C:5]2[C:10](=[CH:11][C:12]([O:13][CH2:14][CH2:15][O:16][CH3:17])=[C:3]([O:2][CH3:1])[CH:4]=2)[N:9]=[CH:8][N:7]=1. The yield is 0.960. (6) The product is [Cl:1][C:2]1[CH:3]=[C:4]([NH:9][C:10]([CH:12]2[CH2:13][CH2:14][N:15]([CH2:18][C@@H:19]3[CH2:24][CH2:23][CH2:22][NH:21][CH2:20]3)[CH2:16][CH2:17]2)=[O:11])[CH:5]=[CH:6][C:7]=1[Cl:8]. The catalyst is CO.O1CCOCC1. The reactants are [Cl:1][C:2]1[CH:3]=[C:4]([NH:9][C:10]([CH:12]2[CH2:17][CH2:16][N:15]([CH2:18][C@@H:19]3[CH2:24][CH2:23][CH2:22][N:21](C(OC(C)(C)C)=O)[CH2:20]3)[CH2:14][CH2:13]2)=[O:11])[CH:5]=[CH:6][C:7]=1[Cl:8].Cl. The yield is 0.830. (7) The reactants are [C:1]([O:9]CC)(=O)[CH2:2][C:3]([O:5][CH2:6][CH3:7])=[O:4].[H-].[Na+].[H][H].[CH3:16][N:17]1[C:22]2[CH:23]=[CH:24][C:25](C)=[CH:26][C:21]=2[C:20](=O)[O:19]C1=O.[ClH:30]. The catalyst is CC(N(C)C)=O. The product is [CH2:6]([O:5][C:3]([C:2]1[C:1](=[O:9])[N:17]([CH3:16])[C:22]2[C:21]([C:20]=1[OH:19])=[CH:26][C:25]([Cl:30])=[CH:24][CH:23]=2)=[O:4])[CH3:7]. The yield is 0.970. (8) The yield is 0.910. The reactants are [OH:1][CH2:2][CH:3]1[CH2:8][CH2:7][N:6]([C:9]([O:11][C:12]([CH3:15])([CH3:14])[CH3:13])=[O:10])[CH2:5][CH2:4]1.[C:16]1([CH3:26])[CH:21]=[CH:20][C:19]([S:22](Cl)(=[O:24])=[O:23])=[CH:18][CH:17]=1.O. The product is [S:22]([O:1][CH2:2][CH:3]1[CH2:8][CH2:7][N:6]([C:9]([O:11][C:12]([CH3:15])([CH3:14])[CH3:13])=[O:10])[CH2:5][CH2:4]1)([C:19]1[CH:20]=[CH:21][C:16]([CH3:26])=[CH:17][CH:18]=1)(=[O:24])=[O:23]. The catalyst is N1C=CC=CC=1.